The task is: Predict which catalyst facilitates the given reaction.. This data is from Catalyst prediction with 721,799 reactions and 888 catalyst types from USPTO. (1) Reactant: [F-].C([N+](CCCC)(CCCC)CCCC)CCC.[C:19]([O:23][C:24]([NH:26][C:27](=[NH:80])[C:28]1[S:32][C:31]([S:33][CH3:34])=[C:30]([S:35]([C:38]2[CH:39]=[C:40]([C:44]3[C:49]([CH3:50])=[CH:48][C:47]([NH:51]C(OCC[Si](C)(C)C)=O)=[CH:46][C:45]=3[NH:61][C:62](=[O:79])[NH:63][CH2:64][CH2:65][CH2:66][CH2:67][CH2:68][O:69][C:70]3[CH:78]=[CH:77][C:73]([C:74]([OH:76])=[O:75])=[CH:72][CH:71]=3)[CH:41]=[CH:42][CH:43]=2)(=[O:37])=[O:36])[CH:29]=1)=[O:25])([CH3:22])([CH3:21])[CH3:20]. Product: [NH2:51][C:47]1[CH:48]=[C:49]([CH3:50])[C:44]([C:40]2[CH:41]=[CH:42][CH:43]=[C:38]([S:35]([C:30]3[CH:29]=[C:28]([C:27]([NH:26][C:24]([O:23][C:19]([CH3:22])([CH3:21])[CH3:20])=[O:25])=[NH:80])[S:32][C:31]=3[S:33][CH3:34])(=[O:37])=[O:36])[CH:39]=2)=[C:45]([NH:61][C:62](=[O:79])[NH:63][CH2:64][CH2:65][CH2:66][CH2:67][CH2:68][O:69][C:70]2[CH:71]=[CH:72][C:73]([C:74]([OH:76])=[O:75])=[CH:77][CH:78]=2)[CH:46]=1. The catalyst class is: 1. (2) Reactant: [C:1]1([CH2:7][O:8][C:9]2[C:18]3[C:13](=[CH:14][CH:15]=[CH:16][CH:17]=3)[C:12]([O:19][CH2:20][C:21]3[CH:26]=[CH:25][CH:24]=[CH:23][CH:22]=3)=[C:11]([C:27]([O:29]CC)=[O:28])[C:10]=2[C:32]([O:34]CC)=[O:33])[CH:6]=[CH:5][CH:4]=[CH:3][CH:2]=1.[OH-].[Na+]. Product: [C:1]1([CH2:7][O:8][C:9]2[C:18]3[C:13](=[CH:14][CH:15]=[CH:16][CH:17]=3)[C:12]([O:19][CH2:20][C:21]3[CH:26]=[CH:25][CH:24]=[CH:23][CH:22]=3)=[C:11]([C:27]([OH:29])=[O:28])[C:10]=2[C:32]([OH:34])=[O:33])[CH:2]=[CH:3][CH:4]=[CH:5][CH:6]=1. The catalyst class is: 8. (3) Reactant: [Si]([O:8][C:9]1[CH:10]=[C:11]([CH:17]2[N:20]([C:21]3[CH:26]=[C:25]([O:27][CH3:28])[C:24]([O:29][CH3:30])=[C:23]([O:31][CH3:32])[CH:22]=3)[C:19](=[O:33])[CH2:18]2)[CH:12]=[CH:13][C:14]=1[O:15][CH3:16])(C(C)(C)C)(C)C.C(=O)=O.[CH3:37][C:38](C)=[O:39].[Li+].CC([N-]C(C)C)C. Product: [OH:39][CH:38]([CH:18]1[CH:17]([C:11]2[CH:12]=[CH:13][C:14]([O:15][CH3:16])=[C:9]([OH:8])[CH:10]=2)[N:20]([C:21]2[CH:22]=[C:23]([O:31][CH3:32])[C:24]([O:29][CH3:30])=[C:25]([O:27][CH3:28])[CH:26]=2)[C:19]1=[O:33])[CH3:37]. The catalyst class is: 56.